Dataset: Forward reaction prediction with 1.9M reactions from USPTO patents (1976-2016). Task: Predict the product of the given reaction. (1) Given the reactants [CH3:1][O:2][C:3]1[CH:8]=[CH:7][C:6]([CH2:9][N:10]2[C:18]3[C:17]([C:19]([O:21][CH2:22][CH3:23])=[O:20])=[CH:16][NH:15][C:14](=O)[C:13]=3[CH:12]=[CH:11]2)=[CH:5][CH:4]=1.P(Cl)([Cl:34])(OC1C=CC=CC=1)=O.O.C(=O)(O)[O-].[Na+], predict the reaction product. The product is: [Cl:34][C:14]1[C:13]2[CH:12]=[CH:11][N:10]([CH2:9][C:6]3[CH:7]=[CH:8][C:3]([O:2][CH3:1])=[CH:4][CH:5]=3)[C:18]=2[C:17]([C:19]([O:21][CH2:22][CH3:23])=[O:20])=[CH:16][N:15]=1. (2) Given the reactants [F:1][C:2]1[CH:3]=[C:4]([C:8]2[N:12]([C:13]3[CH:18]=[CH:17][C:16]([F:19])=[CH:15][CH:14]=3)[N:11]=[C:10]([C:20]([O:22]CC)=[O:21])[CH:9]=2)[CH:5]=[CH:6][CH:7]=1.[OH-].[Li+], predict the reaction product. The product is: [F:1][C:2]1[CH:3]=[C:4]([C:8]2[N:12]([C:13]3[CH:14]=[CH:15][C:16]([F:19])=[CH:17][CH:18]=3)[N:11]=[C:10]([C:20]([OH:22])=[O:21])[CH:9]=2)[CH:5]=[CH:6][CH:7]=1. (3) Given the reactants Br[CH2:2][C:3]([O:5][CH2:6][CH3:7])=[O:4].[F:8][C:9]1[CH:10]=[C:11]2[C:15](=[CH:16][CH:17]=1)[NH:14][C:13]([CH3:18])=[CH:12]2, predict the reaction product. The product is: [F:8][C:9]1[CH:10]=[C:11]2[C:15](=[CH:16][CH:17]=1)[N:14]([CH2:2][C:3]([O:5][CH2:6][CH3:7])=[O:4])[C:13]([CH3:18])=[CH:12]2. (4) Given the reactants C[O:2][C:3](=[O:24])[C:4]1[CH:9]=[C:8]([C:10]2[S:11][CH:12]=[C:13]([C:15]3[CH:20]=[CH:19][C:18]([Cl:21])=[C:17]([Cl:22])[CH:16]=3)[N:14]=2)[CH:7]=[CH:6][C:5]=1Br.[CH3:25][O:26][C:27]1[CH:28]=[C:29](B(O)O)[CH:30]=[CH:31][CH:32]=1, predict the reaction product. The product is: [Cl:22][C:17]1[CH:16]=[C:15]([C:13]2[N:14]=[C:10]([C:8]3[CH:9]=[C:4]([C:3]([OH:2])=[O:24])[C:5]([C:31]4[CH:30]=[CH:29][CH:28]=[C:27]([O:26][CH3:25])[CH:32]=4)=[CH:6][CH:7]=3)[S:11][CH:12]=2)[CH:20]=[CH:19][C:18]=1[Cl:21].